Dataset: HIV replication inhibition screening data with 41,000+ compounds from the AIDS Antiviral Screen. Task: Binary Classification. Given a drug SMILES string, predict its activity (active/inactive) in a high-throughput screening assay against a specified biological target. (1) The molecule is CC1OC(OCC2OC(Oc3c(-c4ccc(O)cc4)oc4cc(OC5OC(C)C(O)C(O)C5O)cc(O)c4c3=O)C(O)C(O)C2O)C(O)C(O)C1O. The result is 1 (active). (2) The molecule is C=C1CC2(OC1=O)c1ccccc1CCc1ccccc12. The result is 0 (inactive).